Dataset: Full USPTO retrosynthesis dataset with 1.9M reactions from patents (1976-2016). Task: Predict the reactants needed to synthesize the given product. Given the product [CH3:2][CH:1]([C:4]1[CH:9]=[CH:8][C:7]([C:14]([CH3:15])=[O:16])=[CH:6][CH:5]=1)[CH3:3], predict the reactants needed to synthesize it. The reactants are: [CH:1]([C:4]1[CH:9]=[CH:8][CH:7]=[CH:6][CH:5]=1)([CH3:3])[CH3:2].[Cl-].[Al+3].[Cl-].[Cl-].[C:14](Cl)(=[O:16])[CH3:15].Cl.